This data is from Forward reaction prediction with 1.9M reactions from USPTO patents (1976-2016). The task is: Predict the product of the given reaction. (1) The product is: [C:17]([CH2:6][C@@H:7]([NH:9][C:10](=[O:11])[O:12][C:13]([CH3:16])([CH3:15])[CH3:14])[CH3:8])#[N:18]. Given the reactants CS(O[CH2:6][C@@H:7]([NH:9][C:10]([O:12][C:13]([CH3:16])([CH3:15])[CH3:14])=[O:11])[CH3:8])(=O)=O.[C-:17]#[N:18].[K+].C1OCCOCCOCCOCCOCCOC1.O, predict the reaction product. (2) The product is: [C:28]1([CH3:56])[CH:33]=[CH:32][C:31]([S:34]([CH2:37][CH2:38][O:39][C:40](=[O:55])[CH2:41][O:42][C:43]2[CH:44]=[C:45]([CH3:54])[C:46]([S:50]([N:21]3[C:20]4[CH:22]=[CH:23][CH:24]=[CH:25][C:19]=4[N:18]=[C:17]3[S:15]([CH2:14][C:3]3[C:2]([CH3:1])=[C:7]([O:8][CH2:9][C:10]([F:13])([F:11])[F:12])[CH:6]=[CH:5][N:4]=3)=[O:16])(=[O:51])=[O:52])=[C:47]([CH3:49])[CH:48]=2)(=[O:35])=[O:36])=[CH:30][CH:29]=1. Given the reactants [CH3:1][C:2]1[C:3]([CH2:14][S:15]([C:17]2[NH:21][C:20]3[CH:22]=[CH:23][CH:24]=[CH:25][C:19]=3[N:18]=2)=[O:16])=[N:4][CH:5]=[CH:6][C:7]=1[O:8][CH2:9][C:10]([F:13])([F:12])[F:11].[H-].[Na+].[C:28]1([CH3:56])[CH:33]=[CH:32][C:31]([S:34]([CH2:37][CH2:38][O:39][C:40](=[O:55])[CH2:41][O:42][C:43]2[CH:48]=[C:47]([CH3:49])[C:46]([S:50](Cl)(=[O:52])=[O:51])=[C:45]([CH3:54])[CH:44]=2)(=[O:36])=[O:35])=[CH:30][CH:29]=1.O, predict the reaction product. (3) Given the reactants BrC1C(OC)=C(C(C[S:14]([C:17]2[CH:22]=[CH:21][C:20](F)=[CH:19][CH:18]=2)(=[O:16])=[O:15])=CC=1)C(OCC)=O.Br[CH2:27][C:28]1[C:33]([C:34]([O:36][CH2:37][CH3:38])=[O:35])=[C:32]([O:39][CH3:40])[C:31]([I:41])=[C:30]([O:42][CH3:43])[CH:29]=1, predict the reaction product. The product is: [C:17]1([S:14]([CH2:27][C:28]2[C:33]([C:34]([O:36][CH2:37][CH3:38])=[O:35])=[C:32]([O:39][CH3:40])[C:31]([I:41])=[C:30]([O:42][CH3:43])[CH:29]=2)(=[O:16])=[O:15])[CH:22]=[CH:21][CH:20]=[CH:19][CH:18]=1. (4) Given the reactants [C:1]([N:4]1[C:13]2[C:8](=[CH:9][C:10](B3OC(C)(C)C(C)(C)O3)=[CH:11][CH:12]=2)[C@H:7]([NH:23][C:24](=[O:29])[O:25][CH:26]([CH3:28])[CH3:27])[CH2:6][C@@H:5]1[CH3:30])(=[O:3])[CH3:2].C(N1C2C(=CC(B3OC(C)(C)C(C)(C)O3)=CC=2)C(NC(=O)OC(C)C)CC1C)(=O)C.Br[C:62]1[CH:63]=[N:64][N:65]([CH2:67][CH2:68][N:69]([CH3:71])[CH3:70])[CH:66]=1.C(=O)([O-])[O-].[K+].[K+].[ClH:78].CO, predict the reaction product. The product is: [ClH:78].[C:1]([N:4]1[C:13]2[C:8](=[CH:9][C:10]([C:62]3[CH:63]=[N:64][N:65]([CH2:67][CH2:68][N:69]([CH3:71])[CH3:70])[CH:66]=3)=[CH:11][CH:12]=2)[C@H:7]([NH:23][C:24](=[O:29])[O:25][CH:26]([CH3:28])[CH3:27])[CH2:6][C@@H:5]1[CH3:30])(=[O:3])[CH3:2]. (5) Given the reactants [Br:1]Br.[O:3]1[C:11]2[C:6](=[N:7][CH:8]=[CH:9][CH:10]=2)[N:5]=[C:4]1[N:12]1[CH:18]2[CH2:19][CH2:20][N:15]([CH2:16][CH2:17]2)[CH2:14][CH2:13]1.C([O-])(=O)C.[Na+], predict the reaction product. The product is: [Br:1][C:9]1[CH:10]=[C:11]2[O:3][C:4]([N:12]3[CH:18]4[CH2:17][CH2:16][N:15]([CH2:20][CH2:19]4)[CH2:14][CH2:13]3)=[N:5][C:6]2=[N:7][CH:8]=1.